Regression. Given two drug SMILES strings and cell line genomic features, predict the synergy score measuring deviation from expected non-interaction effect. From a dataset of Merck oncology drug combination screen with 23,052 pairs across 39 cell lines. Drug 1: C=CCn1c(=O)c2cnc(Nc3ccc(N4CCN(C)CC4)cc3)nc2n1-c1cccc(C(C)(C)O)n1. Drug 2: CNC(=O)c1cc(Oc2ccc(NC(=O)Nc3ccc(Cl)c(C(F)(F)F)c3)cc2)ccn1. Cell line: UACC62. Synergy scores: synergy=1.32.